From a dataset of Reaction yield outcomes from USPTO patents with 853,638 reactions. Predict the reaction yield, written as a fraction of the theoretical maximum amount of product (1.0 means a 100% yield; for example, 0.34 means a 34% yield). (1) The yield is 0.170. The reactants are [OH-].[NH4+:2].[C:3]([N:7]1[C:11]2[CH:12]=[CH:13][C:14]([C:16]3[CH:17]=[N:18][C:19]([NH2:22])=[N:20][CH:21]=3)=[CH:15][C:10]=2[N:9]=[C:8]1[C:23]1[CH:28]=[CH:27][CH:26]=[CH:25][C:24]=1[C:29]1[N:33]=[C:32](C(Cl)(Cl)Cl)[O:31][N:30]=1)([CH3:6])([CH3:5])[CH3:4].O. The catalyst is CN(C=O)C. The product is [NH2:2][C:32]1[O:31][N:30]=[C:29]([C:24]2[CH:25]=[CH:26][CH:27]=[CH:28][C:23]=2[C:8]2[N:7]([C:3]([CH3:5])([CH3:6])[CH3:4])[C:11]3[CH:12]=[CH:13][C:14]([C:16]4[CH:17]=[N:18][C:19]([NH2:22])=[N:20][CH:21]=4)=[CH:15][C:10]=3[N:9]=2)[N:33]=1. (2) The reactants are C([O:3][P:4]([CH2:9][CH2:10][NH:11][C:12](=[O:39])[CH2:13][CH2:14][C:15]([CH3:38])=[CH:16][CH2:17][C:18]1[C:19]([O:31]CC[Si](C)(C)C)=[C:20]2[C:24](=[C:25]([CH3:29])[C:26]=1[O:27][CH3:28])[CH2:23][O:22][C:21]2=[O:30])(=[O:8])[O:5]CC)C.C[Si](Br)(C)C.N1C(C)=CC=CC=1C. The catalyst is C(#N)C. The product is [OH:31][C:19]1[C:18]([CH2:17][CH:16]=[C:15]([CH3:38])[CH2:14][CH2:13][C:12]([NH:11][CH2:10][CH2:9][P:4](=[O:3])([OH:8])[OH:5])=[O:39])=[C:26]([O:27][CH3:28])[C:25]([CH3:29])=[C:24]2[C:20]=1[C:21](=[O:30])[O:22][CH2:23]2. The yield is 0.290. (3) The reactants are [CH3:1][C:2]([C:5]1[CH:13]=[C:9]([C:10]([OH:12])=O)[C:8]([OH:14])=[CH:7][CH:6]=1)([CH3:4])[CH3:3].[F:15][C:16]([F:29])([F:28])[C:17]1[CH:18]=[C:19]([CH:21]=[C:22]([C:24]([F:27])([F:26])[F:25])[CH:23]=1)[NH2:20]. No catalyst specified. The product is [F:15][C:16]([F:28])([F:29])[C:17]1[CH:18]=[C:19]([NH:20][C:10](=[O:12])[C:9]2[CH:13]=[C:5]([C:2]([CH3:1])([CH3:3])[CH3:4])[CH:6]=[CH:7][C:8]=2[OH:14])[CH:21]=[C:22]([C:24]([F:25])([F:27])[F:26])[CH:23]=1. The yield is 0.538.